Dataset: Reaction yield outcomes from USPTO patents with 853,638 reactions. Task: Predict the reaction yield, written as a fraction of the theoretical maximum amount of product (1.0 means a 100% yield; for example, 0.34 means a 34% yield). (1) The reactants are [NH:1]1[C:9]2[CH:8]=[CH:7][CH:6]=[C:5]([CH:10]=[O:11])[C:4]=2[CH:3]=[CH:2]1.[H-].[Na+].[CH2:14](I)[CH3:15].O. The catalyst is CN(C=O)C. The product is [CH2:14]([N:1]1[C:9]2[CH:8]=[CH:7][CH:6]=[C:5]([CH:10]=[O:11])[C:4]=2[CH:3]=[CH:2]1)[CH3:15]. The yield is 0.990. (2) The reactants are [CH3:1][CH:2]([CH3:5])[CH2:3][OH:4].[H-].[Na+].[N+:8]([C:11]1[CH:18]=[CH:17][CH:16]=[C:15]([N+]([O-])=O)[C:12]=1[C:13]#[N:14])([O-:10])=[O:9]. The catalyst is C1COCC1. The product is [CH2:3]([O:4][C:15]1[CH:16]=[CH:17][CH:18]=[C:11]([N+:8]([O-:10])=[O:9])[C:12]=1[C:13]#[N:14])[CH:2]([CH3:5])[CH3:1]. The yield is 1.00. (3) The reactants are [OH:1][C@H:2]1[CH2:6][CH2:5][N:4]([C:7]([O:9][C:10]([CH3:13])([CH3:12])[CH3:11])=[O:8])[C@@H:3]1[CH2:14][OH:15].CCN(CC)CC.[CH3:23][C:24]([Si:27](Cl)([CH3:29])[CH3:28])([CH3:26])[CH3:25]. The catalyst is ClCCl.CN(C1C=CN=CC=1)C. The product is [Si:27]([O:15][CH2:14][C@@H:3]1[C@@H:2]([OH:1])[CH2:6][CH2:5][N:4]1[C:7]([O:9][C:10]([CH3:11])([CH3:12])[CH3:13])=[O:8])([C:24]([CH3:26])([CH3:25])[CH3:23])([CH3:29])[CH3:28]. The yield is 0.990. (4) The reactants are [OH:1][C:2]1[CH:7]=[C:6]([CH3:8])[CH:5]=[CH:4][C:3]=1[C:9]1[C:14]([CH:15]([CH2:20][CH2:21][CH3:22])[C:16]([O:18]C)=[O:17])=[C:13]([CH3:23])[N:12]=[C:11]([C:24]2[CH:29]=[CH:28][CH:27]=[CH:26][CH:25]=2)[N:10]=1.[I-].[Li+].N1C=CC=C[CH:33]=1. No catalyst specified. The product is [OH:1][C:2]1[CH:7]=[C:6]([CH3:8])[CH:5]=[CH:4][C:3]=1[C:9]1[C:14]([CH:15]([CH2:20][CH2:21][CH3:22])[C:16]([OH:18])=[O:17])=[C:13]([CH3:23])[N:12]=[C:11]([C:24]2[CH:25]=[CH:26][CH:27]=[CH:28][CH:29]=2)[N:10]=1.[CH3:33][O:1][C:2]1[CH:7]=[C:6]([CH3:8])[CH:5]=[CH:4][C:3]=1[C:9]1[C:14]([CH:15]([CH2:20][CH2:21][CH3:22])[C:16]([OH:18])=[O:17])=[C:13]([CH3:23])[N:12]=[C:11]([C:24]2[CH:25]=[CH:26][CH:27]=[CH:28][CH:29]=2)[N:10]=1. The yield is 0.210.